From a dataset of NCI-60 drug combinations with 297,098 pairs across 59 cell lines. Regression. Given two drug SMILES strings and cell line genomic features, predict the synergy score measuring deviation from expected non-interaction effect. (1) Drug 1: C1=C(C(=O)NC(=O)N1)N(CCCl)CCCl. Synergy scores: CSS=36.1, Synergy_ZIP=-2.83, Synergy_Bliss=1.07, Synergy_Loewe=0.973, Synergy_HSA=1.06. Drug 2: CC1C(C(CC(O1)OC2CC(OC(C2O)C)OC3=CC4=CC5=C(C(=O)C(C(C5)C(C(=O)C(C(C)O)O)OC)OC6CC(C(C(O6)C)O)OC7CC(C(C(O7)C)O)OC8CC(C(C(O8)C)O)(C)O)C(=C4C(=C3C)O)O)O)O. Cell line: K-562. (2) Drug 1: CN1CCC(CC1)COC2=C(C=C3C(=C2)N=CN=C3NC4=C(C=C(C=C4)Br)F)OC. Drug 2: CC1C(C(CC(O1)OC2CC(OC(C2O)C)OC3=CC4=CC5=C(C(=O)C(C(C5)C(C(=O)C(C(C)O)O)OC)OC6CC(C(C(O6)C)O)OC7CC(C(C(O7)C)O)OC8CC(C(C(O8)C)O)(C)O)C(=C4C(=C3C)O)O)O)O. Cell line: COLO 205. Synergy scores: CSS=40.2, Synergy_ZIP=34.4, Synergy_Bliss=35.5, Synergy_Loewe=27.8, Synergy_HSA=27.5. (3) Drug 1: CC1=CC2C(CCC3(C2CCC3(C(=O)C)OC(=O)C)C)C4(C1=CC(=O)CC4)C. Drug 2: CC1CCCC2(C(O2)CC(NC(=O)CC(C(C(=O)C(C1O)C)(C)C)O)C(=CC3=CSC(=N3)C)C)C. Cell line: 786-0. Synergy scores: CSS=-6.21, Synergy_ZIP=0.693, Synergy_Bliss=-5.41, Synergy_Loewe=-8.39, Synergy_HSA=-7.17. (4) Drug 1: C1CC(=O)NC(=O)C1N2CC3=C(C2=O)C=CC=C3N. Drug 2: C1=NNC2=C1C(=O)NC=N2. Cell line: RPMI-8226. Synergy scores: CSS=4.45, Synergy_ZIP=-0.433, Synergy_Bliss=7.06, Synergy_Loewe=-0.906, Synergy_HSA=-0.0567. (5) Synergy scores: CSS=-4.14, Synergy_ZIP=-2.42, Synergy_Bliss=-6.97, Synergy_Loewe=-20.9, Synergy_HSA=-10.8. Drug 2: CC12CCC3C(C1CCC2OP(=O)(O)O)CCC4=C3C=CC(=C4)OC(=O)N(CCCl)CCCl.[Na+]. Drug 1: CC(C1=C(C=CC(=C1Cl)F)Cl)OC2=C(N=CC(=C2)C3=CN(N=C3)C4CCNCC4)N. Cell line: COLO 205. (6) Drug 1: C1=NC2=C(N1)C(=S)N=C(N2)N. Drug 2: CC12CCC3C(C1CCC2OP(=O)(O)O)CCC4=C3C=CC(=C4)OC(=O)N(CCCl)CCCl.[Na+]. Cell line: SW-620. Synergy scores: CSS=10.4, Synergy_ZIP=-6.99, Synergy_Bliss=-3.07, Synergy_Loewe=-9.38, Synergy_HSA=-3.28. (7) Drug 1: CC1C(C(CC(O1)OC2CC(OC(C2O)C)OC3=CC4=CC5=C(C(=O)C(C(C5)C(C(=O)C(C(C)O)O)OC)OC6CC(C(C(O6)C)O)OC7CC(C(C(O7)C)O)OC8CC(C(C(O8)C)O)(C)O)C(=C4C(=C3C)O)O)O)O. Drug 2: COC1=NC(=NC2=C1N=CN2C3C(C(C(O3)CO)O)O)N. Cell line: HCC-2998. Synergy scores: CSS=60.3, Synergy_ZIP=3.62, Synergy_Bliss=-0.128, Synergy_Loewe=-43.0, Synergy_HSA=-3.03.